From a dataset of Reaction yield outcomes from USPTO patents with 853,638 reactions. Predict the reaction yield, written as a fraction of the theoretical maximum amount of product (1.0 means a 100% yield; for example, 0.34 means a 34% yield). (1) The reactants are [CH:1]([C:4]1[C:12]([C:13](=O)[CH:14]([CH3:16])[CH3:15])=[C:7]2[CH:8]=[CH:9][CH:10]=[CH:11][N:6]2[N:5]=1)([CH3:3])[CH3:2].Cl.[NH2:19][OH:20].[OH-].[Na+].Cl. The catalyst is CCO.O. The product is [CH:1]([C:4]1[C:12]([C:13](=[N:19][OH:20])[CH:14]([CH3:16])[CH3:15])=[C:7]2[CH:8]=[CH:9][CH:10]=[CH:11][N:6]2[N:5]=1)([CH3:3])[CH3:2]. The yield is 0.745. (2) The reactants are [CH2:1]([O:8][C:9]([N:11]1[CH2:15][CH2:14][CH2:13][CH:12]1[C:16](=[N:32]O)[C:17]1[CH:22]=[CH:21][C:20]([C:23](=[O:31])[NH:24][C:25]2[CH:30]=[CH:29][N:28]=[CH:27][CH:26]=2)=[CH:19][CH:18]=1)=[O:10])[C:2]1[CH:7]=[CH:6][CH:5]=[CH:4][CH:3]=1. The catalyst is C(O)(=O)C.[Zn]. The product is [CH2:1]([O:8][C:9]([N:11]1[CH2:15][CH2:14][CH2:13][CH:12]1[CH:16]([NH2:32])[C:17]1[CH:22]=[CH:21][C:20]([C:23](=[O:31])[NH:24][C:25]2[CH:26]=[CH:27][N:28]=[CH:29][CH:30]=2)=[CH:19][CH:18]=1)=[O:10])[C:2]1[CH:3]=[CH:4][CH:5]=[CH:6][CH:7]=1. The yield is 0.290. (3) The reactants are [Br:1][C:2]1[C:8]([F:9])=[CH:7][CH:6]=[CH:5][C:3]=1[NH2:4].[C:10](Cl)(=[O:14])[CH2:11][CH2:12][CH3:13].N1C=CC=CC=1.O. The catalyst is C(Cl)Cl. The product is [Br:1][C:2]1[C:8]([F:9])=[CH:7][CH:6]=[CH:5][C:3]=1[NH:4][C:10](=[O:14])[CH2:11][CH2:12][CH3:13]. The yield is 0.730. (4) The reactants are Cl[C:2]1[CH:7]=[CH:6][C:5]([N+:8]([O-:10])=[O:9])=[C:4]([O:11][CH3:12])[CH:3]=1.[N:13]1([C:19]([O:21][C:22]([CH3:25])([CH3:24])[CH3:23])=[O:20])[CH2:18][CH2:17][NH:16][CH2:15][CH2:14]1.C(=O)([O-])[O-].[Cs+].[Cs+].CC1(C)C2C(=C(P(C3C=CC=CC=3)C3C=CC=CC=3)C=CC=2)OC2C(P(C3C=CC=CC=3)C3C=CC=CC=3)=CC=CC1=2. The catalyst is C1C=CC(/C=C/C(/C=C/C2C=CC=CC=2)=O)=CC=1.C1C=CC(/C=C/C(/C=C/C2C=CC=CC=2)=O)=CC=1.C1C=CC(/C=C/C(/C=C/C2C=CC=CC=2)=O)=CC=1.[Pd].[Pd]. The product is [CH3:12][O:11][C:4]1[CH:3]=[C:2]([N:16]2[CH2:15][CH2:14][N:13]([C:19]([O:21][C:22]([CH3:25])([CH3:24])[CH3:23])=[O:20])[CH2:18][CH2:17]2)[CH:7]=[CH:6][C:5]=1[N+:8]([O-:10])=[O:9]. The yield is 0.730. (5) The reactants are [CH3:1][O:2][C:3]1[CH:4]=[C:5]([NH2:15])[CH:6]=[CH:7][C:8]=1[N:9]1[CH:13]=[C:12]([CH3:14])[N:11]=[CH:10]1.Cl[C:17]1[N:22]=[C:21]([N:23]2[CH2:28][CH2:27][O:26][CH2:25][CH2:24]2)[CH:20]=[C:19]([CH3:29])[N:18]=1. No catalyst specified. The product is [CH3:1][O:2][C:3]1[CH:4]=[C:5]([NH:15][C:17]2[N:18]=[C:19]([CH3:29])[CH:20]=[C:21]([N:23]3[CH2:24][CH2:25][O:26][CH2:27][CH2:28]3)[N:22]=2)[CH:6]=[CH:7][C:8]=1[N:9]1[CH:13]=[C:12]([CH3:14])[N:11]=[CH:10]1. The yield is 0.870. (6) The reactants are C1CCN2C(=NCCC2)CC1.[Br:12][C:13]1[CH:18]=[CH:17][C:16]([NH:19][C:20]2[C:21]([C:29]3[N:33](CCC#N)[N:32]=[N:31][N:30]=3)=[CH:22][N:23]([CH3:28])[C:24](=[O:27])[C:25]=2[CH3:26])=[C:15]([F:38])[CH:14]=1. The catalyst is C(Cl)Cl.C(OCC)(=O)C. The product is [Br:12][C:13]1[CH:18]=[CH:17][C:16]([NH:19][C:20]2[C:21]([C:29]3[NH:33][N:32]=[N:31][N:30]=3)=[CH:22][N:23]([CH3:28])[C:24](=[O:27])[C:25]=2[CH3:26])=[C:15]([F:38])[CH:14]=1. The yield is 0.770. (7) The reactants are [CH2:1]([O:3][P:4]([NH:9][C@H:10]1[C@H:15]([F:16])[CH2:14][CH2:13][N:12](C(OCC2C=CC=CC=2)=O)[CH2:11]1)([O:6][CH2:7][CH3:8])=[O:5])[CH3:2].[H][H]. The catalyst is CO.[Pd]. The product is [F:16][C@@H:15]1[CH2:14][CH2:13][NH:12][CH2:11][C@H:10]1[NH:9][P:4](=[O:5])([O:6][CH2:7][CH3:8])[O:3][CH2:1][CH3:2]. The yield is 0.990.